Task: Regression/Classification. Given a drug SMILES string, predict its absorption, distribution, metabolism, or excretion properties. Task type varies by dataset: regression for continuous measurements (e.g., permeability, clearance, half-life) or binary classification for categorical outcomes (e.g., BBB penetration, CYP inhibition). Dataset: cyp1a2_veith.. Dataset: CYP1A2 inhibition data for predicting drug metabolism from PubChem BioAssay (1) The molecule is CC(=O)OC[C@H]1O[C@@H](O/N=C\[C@@H](C)[C@H](OCc2ccccc2)C(C)C)[C@H](OC(C)=O)[C@@H](OC(C)=O)[C@H]1OC(C)=O. The result is 0 (non-inhibitor). (2) The result is 1 (inhibitor). The molecule is COc1ccccc1NC(=O)CN1CCN(c2ccccc2F)CC1.